From a dataset of Catalyst prediction with 721,799 reactions and 888 catalyst types from USPTO. Predict which catalyst facilitates the given reaction. (1) Reactant: [Cl:1][C:2]1[C:3]([NH:23][C:24]2[CH:28]=[C:27]([CH3:29])[NH:26][N:25]=2)=[N:4][C:5]([NH:8][C:9]2[CH:14]=[C:13]([CH3:15])[C:12]([CH:16]3[CH2:21][CH2:20][NH:19][CH2:18][CH2:17]3)=[CH:11][C:10]=2[F:22])=[N:6][CH:7]=1.[F:30][C:31]([F:36])([F:35])[CH:32]1[CH2:34][O:33]1. Product: [Cl:1][C:2]1[C:3]([NH:23][C:24]2[CH:28]=[C:27]([CH3:29])[NH:26][N:25]=2)=[N:4][C:5]([NH:8][C:9]2[C:10]([F:22])=[CH:11][C:12]([CH:16]3[CH2:17][CH2:18][N:19]([CH2:34][CH:32]([OH:33])[C:31]([F:36])([F:35])[F:30])[CH2:20][CH2:21]3)=[C:13]([CH3:15])[CH:14]=2)=[N:6][CH:7]=1. The catalyst class is: 3. (2) Reactant: [CH3:1][C:2]([C:4]1[CH:9]=[CH:8][C:7]([F:10])=[CH:6][CH:5]=1)=[O:3].[Br:11]Br. Product: [Br:11][CH2:1][C:2]([C:4]1[CH:9]=[CH:8][C:7]([F:10])=[CH:6][CH:5]=1)=[O:3]. The catalyst class is: 5. (3) Reactant: [CH:1]1([N:5]2[CH2:11][CH2:10][C:9]3[S:12][C:13]([C:15]4[CH:23]=[CH:22][C:18]([C:19](O)=[O:20])=[CH:17][CH:16]=4)=[N:14][C:8]=3[CH2:7][CH2:6]2)[CH2:4][CH2:3][CH2:2]1.[NH3:24]. Product: [CH:1]1([N:5]2[CH2:11][CH2:10][C:9]3[S:12][C:13]([C:15]4[CH:23]=[CH:22][C:18]([C:19]([NH2:24])=[O:20])=[CH:17][CH:16]=4)=[N:14][C:8]=3[CH2:7][CH2:6]2)[CH2:2][CH2:3][CH2:4]1. The catalyst class is: 4. (4) Product: [C:22]1([NH:21][C:15]2[N:14]=[C:13]([NH:4][CH2:1][CH2:2][CH3:3])[C:18]([C:19]#[N:20])=[CH:17][N:16]=2)[CH:27]=[CH:26][CH:25]=[CH:24][CH:23]=1. Reactant: [CH2:1]([NH2:4])[CH2:2][CH3:3].C(N(CC)CC)C.Cl[C:13]1[C:18]([C:19]#[N:20])=[CH:17][N:16]=[C:15]([NH:21][C:22]2[CH:27]=[CH:26][CH:25]=[CH:24][CH:23]=2)[N:14]=1.O. The catalyst class is: 10. (5) Reactant: [NH2:1][C:2]1[CH:7]=[CH:6][C:5]([C:8]([N:10]2[CH2:15][CH2:14][N:13]([CH2:16][C:17]3[CH:22]=[CH:21][C:20]([C:23]([O:32][Si:33]([C:36]([CH3:39])([CH3:38])[CH3:37])([CH3:35])[CH3:34])([C:28]([F:31])([F:30])[F:29])[C:24]([F:27])([F:26])[F:25])=[CH:19][CH:18]=3)[CH2:12][CH2:11]2)=[O:9])=[CH:4][C:3]=1[Cl:40].[C:41](Cl)(=O)[O:42]C1C=CC([N+]([O-])=O)=CC=1.[NH2:54][CH2:55][C:56]([CH3:59])([OH:58])[CH3:57].C(N(CC)CC)C. Product: [Si:33]([O:32][C:23]([C:20]1[CH:19]=[CH:18][C:17]([CH2:16][N:13]2[CH2:14][CH2:15][N:10]([C:8]([C:5]3[CH:6]=[CH:7][C:2]([NH:1][C:41]([NH:54][CH2:55][C:56]([OH:58])([CH3:59])[CH3:57])=[O:42])=[C:3]([Cl:40])[CH:4]=3)=[O:9])[CH2:11][CH2:12]2)=[CH:22][CH:21]=1)([C:24]([F:25])([F:26])[F:27])[C:28]([F:31])([F:29])[F:30])([C:36]([CH3:37])([CH3:39])[CH3:38])([CH3:34])[CH3:35]. The catalyst class is: 4.